From a dataset of Full USPTO retrosynthesis dataset with 1.9M reactions from patents (1976-2016). Predict the reactants needed to synthesize the given product. Given the product [S:7]1[CH:8]=[CH:9][CH:10]=[C:6]1[C:4]1[O:5][N:14]=[CH:11][CH:3]=1, predict the reactants needed to synthesize it. The reactants are: CN(C)[C:3](=[CH2:11])[C:4]([C:6]1[S:7][CH:8]=[CH:9][CH:10]=1)=[O:5].Cl.[NH2:14]O.